Dataset: Reaction yield outcomes from USPTO patents with 853,638 reactions. Task: Predict the reaction yield, written as a fraction of the theoretical maximum amount of product (1.0 means a 100% yield; for example, 0.34 means a 34% yield). The reactants are [CH3:1][O:2][CH2:3][O:4][C:5]1[CH:10]=[C:9]([C:11]([CH3:19])([CH3:18])[CH2:12][CH2:13][CH2:14][CH2:15][CH2:16][CH3:17])[CH:8]=[C:7]([O:20][CH2:21][O:22][CH3:23])[CH:6]=1.[Li]CCCC.[B:29](OC)([O:32]C)[O:30]C.Cl. The catalyst is C1COCC1.O. The product is [CH3:23][O:22][CH2:21][O:20][C:7]1[CH:8]=[C:9]([C:11]([CH3:18])([CH3:19])[CH2:12][CH2:13][CH2:14][CH2:15][CH2:16][CH3:17])[CH:10]=[C:5]([O:4][CH2:3][O:2][CH3:1])[C:6]=1[B:29]([OH:32])[OH:30]. The yield is 0.810.